This data is from Reaction yield outcomes from USPTO patents with 853,638 reactions. The task is: Predict the reaction yield, written as a fraction of the theoretical maximum amount of product (1.0 means a 100% yield; for example, 0.34 means a 34% yield). The reactants are [I-:1].[Na+].[C:3]([O:24][CH2:25]Cl)(=[O:23])[CH2:4][CH2:5][CH2:6][CH2:7][CH2:8][CH2:9][CH2:10][CH2:11][CH2:12][CH2:13][CH2:14][CH2:15][CH2:16][CH2:17][CH2:18][CH2:19][CH2:20][CH2:21][CH3:22]. The catalyst is C(#N)C.[Al]. The product is [C:3]([O:24][CH2:25][I:1])(=[O:23])[CH2:4][CH2:5][CH2:6][CH2:7][CH2:8][CH2:9][CH2:10][CH2:11][CH2:12][CH2:13][CH2:14][CH2:15][CH2:16][CH2:17][CH2:18][CH2:19][CH2:20][CH2:21][CH3:22]. The yield is 0.710.